From a dataset of Forward reaction prediction with 1.9M reactions from USPTO patents (1976-2016). Predict the product of the given reaction. (1) Given the reactants CC1(C)[O:6][C@@H:5]([CH2:7][O:8][NH:9][C:10]([C:12]2[CH:20]=[CH:19][C:15]3[CH:16]=[N:17][S:18][C:14]=3[C:13]=2[NH:21][C:22]2[CH:27]=[CH:26][C:25]([I:28])=[CH:24][C:23]=2[F:29])=[O:11])[CH2:4][O:3]1.Cl, predict the reaction product. The product is: [OH:6][C@H:5]([CH2:4][OH:3])[CH2:7][O:8][NH:9][C:10]([C:12]1[CH:20]=[CH:19][C:15]2[CH:16]=[N:17][S:18][C:14]=2[C:13]=1[NH:21][C:22]1[CH:27]=[CH:26][C:25]([I:28])=[CH:24][C:23]=1[F:29])=[O:11]. (2) Given the reactants [Cl:1][C:2]1[C:3]([F:13])=[CH:4][C:5]([OH:12])=[C:6]([CH:11]=1)[C:7]([O:9]C)=O.O[CH2:15][CH2:16][CH2:17][CH2:18][CH2:19][NH:20][C:21](=[O:27])[O:22][C:23]([CH3:26])([CH3:25])[CH3:24], predict the reaction product. The product is: [Cl:1][C:2]1[C:3]([F:13])=[CH:4][C:5]([O:12][CH2:15][CH2:16][CH2:17][CH2:18][CH2:19][NH:20][C:21](=[O:27])[O:22][C:23]([CH3:26])([CH3:25])[CH3:24])=[C:6]([CH2:7][OH:9])[CH:11]=1.